This data is from Experimentally validated miRNA-target interactions with 360,000+ pairs, plus equal number of negative samples. The task is: Binary Classification. Given a miRNA mature sequence and a target amino acid sequence, predict their likelihood of interaction. (1) The miRNA is hsa-miR-5588-3p with sequence AAGUCCCACUAAUGCCAGC. The protein sequence of the target gene is MAKGEGAESGSAAGLLPTSILQASERPVQVKKEPKKKQQLSICNKLCYAVGGAPYQLTGCALGFFLQIYLLDVAKVEPLPASIILFVGRAWDAFTDPLVGFCISKSSWTRLGRLMPWIIFSTPLAIIAYFLIWFVPDFPSGTESSHGFLWYLLFYCLFETLVTCFHVPYSALTMFISTEQSERDSATAYRMTVEVLGTVIGTAIQGQIVGQAKAPCLQDQNGSVVVSEVANRTQSTASLKDTQNAYLLAAGIIASIYVLCAFILILGVREQRELYESQQAESMPFFQGLRLVMGHGPYVK.... Result: 0 (no interaction). (2) The miRNA is hsa-miR-4432 with sequence AAAGACUCUGCAAGAUGCCU. The protein sequence of the target gene is MEEVVAEELDDEEQLVRRHRKEKKELQAKIQGMKNAVPKNDKKRRKQLTEDVAKLEREMEQKHREELEQLKQLTFKDSKIDSVAVNISNLVLENQPPRISKAQKRREKKAALEKEREERIAEAEIENLSGARHLESEKLAQILAARELEIKQIPSDGHCMYGALEDQLREQDCALTVASLRRQTAEYMQTHSDDFLPFLTNPSTGDMYTPEEFGKYCDDIVNTAAWGGQLELRALSHILQTPIEILQADAPPIIVGEEYPRNPLVLVYMRHAYGLGEHYNSVTRLVNSATENCS. Result: 0 (no interaction). (3) The miRNA is mmu-miR-7020-3p with sequence AACCCCUCUCUUCUCUCCCAG. The protein sequence of the target gene is MTTKRSLFVRLVPCRCLRGEEETVTTLDYSHCSLEQVPKEIFTFEKTLEELYLDANQIEELPKQLFNCQSLHKLSLPDNDLTTLPASIANLINLRELDVSKNGIQEFPENIKNCKVLTIVEASVNPISKLPDGFSQLLNLTQLYLNDAFLEFLPANFGRLTKLQILELRENQLKMLPKTMNRLTQLERLDLGSNEFTEVPEVLEQLSGLKEFWMDANRLTFIPGFIGSLKQLTYLDVSKNNIEMVEEGISTCENLQDLLLSSNSLQQLPETIGSLKNITTLKIDENQLMYLPDSIGGLIS.... Result: 0 (no interaction). (4) The miRNA is hsa-miR-5588-3p with sequence AAGUCCCACUAAUGCCAGC. The protein sequence of the target gene is MNVEVVKVMPQDLVTFKDVAIDFSQEEWQWMNPAQKRLYRSMMLENYQSLVSLGLCISKPYVISLLEQGREPWEMTSEMTRSPFSDWESIYVTQELPLKQFMYDDACMEGITSYGLECSTFEENWKWEDLFEKQMGSHEMFSKKEIITHKETITKETEFKYTKFGKCIHLENIEESIYNHTSDKKSFSKNSMVIKHKKVYVGKKLFKCNECDKTFTHSSSLTVHFRIHTGEKPYACEECGKAFKQRQHLAQHHRTHTGEKLFECKECRKAFKQSEHLIQHQRIHTGEKPYKCKECRKAFR.... Result: 0 (no interaction). (5) The miRNA is mmu-miR-3065-5p with sequence UCAACAAAAUCACUGAUGCUGG. The protein sequence of the target gene is MSGNKRGSRASCPHRGAECLLPWAALNLQGFQLLLLHPSATAMMDVSELGESARYLRQGYQEMTKVHTIPWDGKKRVWVPDEQDAYVEAEVKSEATGGRVTVETKDQKVLMVREAELQPMNPPRFDLLEDMAMMTHLNEASVLHNLRQRYARWMIYTYSGLFCVTINPYKWLPVYTASVVAAYKGKRRSDSPPHIYAVADNAYNDMLRNRDNQSMLITGESGAGKTVNTKRVIQYFAIVAALGDGPGKKAQFLATKTGGTLEDQIIEANPAMEAFGNAKTLRNDNSSRFGKFIRIHFGPS.... Result: 0 (no interaction). (6) The miRNA is rno-miR-221-3p with sequence AGCUACAUUGUCUGCUGGGUUUC. The protein sequence of the target gene is MATANFGKIQIGIYVEIKRSDGRIHQAMVTSLNEDNESVTVEWIENGDTKGKEIDLESIFSLNPDLVPDEEIEPSPETPPPPASSAKVNKIVKNRRTVASIKNDPPSRDNRVVGSARARPSQFPEQSSSAQQNGSVSDISPVQAAKKEFGPPSRRKSNCVKEVEKLQEKREKRRLQQQELREKRAQDVDATNPNYEIMCMIRDFRGSLDYRPLTTADPIDEHRICVCVRKRPLNKKETQMKDLDVITIPSKDVVMVHEPKQKVDLTRYLENQTFRFDYAFDDSAPNEMVYRFTARPLVET.... Result: 0 (no interaction).